Dataset: Full USPTO retrosynthesis dataset with 1.9M reactions from patents (1976-2016). Task: Predict the reactants needed to synthesize the given product. (1) Given the product [ClH:1].[NH2:31][C@@H:32]([CH3:36])[C:33]([N:6]1[CH2:7][C@H:3]([OH:2])[CH2:4][C@H:5]1[C:8]([NH:10][CH2:11][C:12]1[CH:13]=[CH:14][C:15]([C:18]2[S:22][CH:21]=[N:20][C:19]=2[CH3:23])=[CH:16][CH:17]=1)=[O:9])=[O:34], predict the reactants needed to synthesize it. The reactants are: [ClH:1].[OH:2][C@H:3]1[CH2:7][NH:6][C@H:5]([C:8]([NH:10][CH2:11][C:12]2[CH:17]=[CH:16][C:15]([C:18]3[S:22][CH:21]=[N:20][C:19]=3[CH3:23])=[CH:14][CH:13]=2)=[O:9])[CH2:4]1.C(OC([NH:31][C@@H:32]([CH3:36])[C:33](O)=[O:34])=O)(C)(C)C.CCN(C(C)C)C(C)C.CN(C(ON1N=NC2C=CC=NC1=2)=[N+](C)C)C.F[P-](F)(F)(F)(F)F. (2) Given the product [OH:27][CH2:26][C:23]1[N:24]=[CH:25][C:20]([C:2]2[S:3][CH:4]=[C:5]([N:7]3[C:15](=[O:16])[C:14]4[C:9](=[CH:10][CH:11]=[CH:12][CH:13]=4)[C:8]3=[O:17])[N:6]=2)=[CH:21][CH:22]=1, predict the reactants needed to synthesize it. The reactants are: Br[C:2]1[S:3][CH:4]=[C:5]([N:7]2[C:15](=[O:16])[C:14]3[C:9](=[CH:10][CH:11]=[CH:12][CH:13]=3)[C:8]2=[O:17])[N:6]=1.C[Sn](C)(C)[C:20]1[CH:21]=[CH:22][C:23]([CH2:26][OH:27])=[N:24][CH:25]=1.